This data is from Catalyst prediction with 721,799 reactions and 888 catalyst types from USPTO. The task is: Predict which catalyst facilitates the given reaction. (1) The catalyst class is: 10. Product: [Cl:34][C:27]1[CH:26]=[CH:25][C:24]([S:21]([C:15]2[CH:20]=[CH:19][CH:18]=[CH:17][CH:16]=2)(=[O:22])=[O:23])=[CH:29][C:28]=1[S:30]([NH:2][C:3]([CH3:9])([C:4]([O:6][CH3:7])=[O:5])[CH3:8])(=[O:32])=[O:31]. Reactant: Cl.[NH2:2][C:3]([CH3:9])([CH3:8])[C:4]([O:6][CH3:7])=[O:5].C(=O)(O)[O-].[Na+].[C:15]1([S:21]([C:24]2[CH:25]=[CH:26][C:27]([Cl:34])=[C:28]([S:30](Cl)(=[O:32])=[O:31])[CH:29]=2)(=[O:23])=[O:22])[CH:20]=[CH:19][CH:18]=[CH:17][CH:16]=1. (2) Reactant: [NH2:1][C:2]1[N:7]=[C:6]([C:8]2[CH:15]=[CH:14][C:11]([C:12]#[N:13])=[C:10](F)[CH:9]=2)[CH:5]=[C:4]([N:17]2[CH2:22][C@H:21]([N:23]3CCO[C:24]3=[O:28])[CH2:20][C@@H:19]([CH3:29])[CH2:18]2)[N:3]=1.[CH2:30]([OH:32])[CH3:31].O.[NH2:34][NH2:35].[NH4+].[OH-]. Product: [NH2:1][C:2]1[N:3]=[C:4]([N:17]2[CH2:18][C@H:19]([CH3:29])[CH2:20][C@@H:21]([N:23]3[CH2:31][CH2:30][O:32][C:24]3=[O:28])[CH2:22]2)[CH:5]=[C:6]([C:8]2[CH:9]=[C:10]3[C:11]([C:12]([NH2:13])=[N:34][NH:35]3)=[CH:14][CH:15]=2)[N:7]=1. The catalyst class is: 61. (3) Reactant: [CH3:1][O:2][C:3](=[O:21])[CH:4]([CH:9]1[CH2:13][CH2:12][C:11](=[O:14])[CH:10]1[CH2:15][CH:16]([O:19][CH3:20])[O:17][CH3:18])C(OC)=O.CN1C(=O)CCC1. Product: [CH3:1][O:2][C:3](=[O:21])[CH2:4][CH:9]1[CH2:13][CH2:12][C:11](=[O:14])[CH:10]1[CH2:15][CH:16]([O:19][CH3:20])[O:17][CH3:18]. The catalyst class is: 6. (4) Reactant: Cl[C:2]1[C:7]([C:8]#[N:9])=[C:6]([NH:10][CH2:11][C:12]2[CH:13]=[N:14][CH:15]=[CH:16][CH:17]=2)[N:5]=[C:4]([NH:18][CH2:19][CH2:20][OH:21])[N:3]=1.Cl.[F:23][C:24]1[CH:29]=[CH:28][C:27]([CH:30]2[CH2:35][CH2:34][NH:33][CH2:32][CH2:31]2)=[CH:26][CH:25]=1.C(N(C(C)C)C(C)C)C. Product: [F:23][C:24]1[CH:29]=[CH:28][C:27]([CH:30]2[CH2:31][CH2:32][N:33]([C:2]3[C:7]([C:8]#[N:9])=[C:6]([NH:10][CH2:11][C:12]4[CH:13]=[N:14][CH:15]=[CH:16][CH:17]=4)[N:5]=[C:4]([NH:18][CH2:19][CH2:20][OH:21])[N:3]=3)[CH2:34][CH2:35]2)=[CH:26][CH:25]=1. The catalyst class is: 12. (5) Reactant: [F:1][C:2]1[CH:7]=[CH:6][CH:5]=[CH:4][C:3]=1[C:8]1[N:9]=[N:10][N:11]2[C:20]3[C:15](=[CH:16][CH:17]=[CH:18][CH:19]=3)[C:14]([N:21]3[CH2:26][CH2:25][NH:24][CH2:23][CH2:22]3)=[N:13][C:12]=12.Cl.Cl[CH2:29][CH2:30][N:31]1[CH2:35][CH2:34][CH2:33][CH2:32]1.C(N(CC)CC)C. Product: [F:1][C:2]1[CH:7]=[CH:6][CH:5]=[CH:4][C:3]=1[C:8]1[N:9]=[N:10][N:11]2[C:20]3[C:15](=[CH:16][CH:17]=[CH:18][CH:19]=3)[C:14]([N:21]3[CH2:22][CH2:23][N:24]([CH2:29][CH2:30][N:31]4[CH2:35][CH2:34][CH2:33][CH2:32]4)[CH2:25][CH2:26]3)=[N:13][C:12]=12. The catalyst class is: 35. (6) Reactant: C(OC([NH:8][C@@H:9]([C:12]1[CH:13]=[C:14]([C:18]2[CH:23]=[C:22]([Cl:24])[CH:21]=[C:20]([CH2:25][O:26][C:27]3[CH:32]=[CH:31][CH:30]=[CH:29][C:28]=3[CH2:33][C:34]([O:36]C(C)(C)C)=[O:35])[CH:19]=2)[CH:15]=[CH:16][CH:17]=1)[CH2:10][OH:11])=O)(C)(C)C.Cl. Product: [NH2:8][C@@H:9]([C:12]1[CH:13]=[C:14]([C:18]2[CH:23]=[C:22]([Cl:24])[CH:21]=[C:20]([CH2:25][O:26][C:27]3[CH:32]=[CH:31][CH:30]=[CH:29][C:28]=3[CH2:33][C:34]([OH:36])=[O:35])[CH:19]=2)[CH:15]=[CH:16][CH:17]=1)[CH2:10][OH:11]. The catalyst class is: 269.